From a dataset of Reaction yield outcomes from USPTO patents with 853,638 reactions. Predict the reaction yield, written as a fraction of the theoretical maximum amount of product (1.0 means a 100% yield; for example, 0.34 means a 34% yield). (1) The reactants are [NH2:1][C:2]1[CH:12]=[CH:11][C:5]([C:6]([O:8][CH2:9][CH3:10])=[O:7])=[C:4]([S:13][CH3:14])[CH:3]=1.[I:15]Cl.CC(O)=O. The catalyst is C(O)(=O)C.CCOC(C)=O. The product is [NH2:1][C:2]1[C:12]([I:15])=[CH:11][C:5]([C:6]([O:8][CH2:9][CH3:10])=[O:7])=[C:4]([S:13][CH3:14])[CH:3]=1. The yield is 0.530. (2) The reactants are [NH2:1][C:2]1[CH:30]=[CH:29][C:5]([O:6][C:7]2[CH:12]=[CH:11][N:10]=[C:9]3[CH:13]=[C:14]([C:16]4[CH:21]=[CH:20][C:19]([C:22]([N:24]5[CH2:28][CH2:27][CH2:26][CH2:25]5)=[O:23])=[CH:18][CH:17]=4)[S:15][C:8]=23)=[C:4]([F:31])[CH:3]=1.ClC(Cl)(O[C:36](=[O:42])OC(Cl)(Cl)Cl)Cl.[Cl-].[CH3:45][S:46]([C:49]1[CH:50]=[C:51]([NH3+:55])[CH:52]=[CH:53][CH:54]=1)(=[O:48])=[O:47].CC(C)=O. The catalyst is C1COCC1. The product is [F:31][C:4]1[CH:3]=[C:2]([NH:1][C:36]([NH:55][C:51]2[CH:52]=[CH:53][CH:54]=[C:49]([S:46]([CH3:45])(=[O:48])=[O:47])[CH:50]=2)=[O:42])[CH:30]=[CH:29][C:5]=1[O:6][C:7]1[CH:12]=[CH:11][N:10]=[C:9]2[CH:13]=[C:14]([C:16]3[CH:17]=[CH:18][C:19]([C:22]([N:24]4[CH2:28][CH2:27][CH2:26][CH2:25]4)=[O:23])=[CH:20][CH:21]=3)[S:15][C:8]=12. The yield is 0.110. (3) The reactants are [OH:1][CH2:2][C:3]1[CH:18]=[CH:17][C:6]([CH2:7][NH:8][C:9]([C:11]2[CH:16]=[CH:15][CH:14]=[CH:13][N:12]=2)=[O:10])=[CH:5][CH:4]=1.CC(OI1(OC(C)=O)(OC(C)=O)OC(=O)C2C=CC=CC1=2)=O. The catalyst is C(Cl)Cl.C(OCC)C.C(OCC)(=O)C.C(=O)(O)[O-].[Na+].S([O-])([O-])(=O)=S.[Na+].[Na+]. The product is [CH:2]([C:3]1[CH:4]=[CH:5][C:6]([CH2:7][NH:8][C:9]([C:11]2[CH:16]=[CH:15][CH:14]=[CH:13][N:12]=2)=[O:10])=[CH:17][CH:18]=1)=[O:1]. The yield is 0.850. (4) The reactants are Cl.Cl[C:3]1[CH:8]=[CH:7][CH:6]=[CH:5][N+:4]=1[O-:9].[NH2:10][CH2:11][CH2:12][CH2:13][OH:14].C([O-])(O)=O.[Na+]. The catalyst is C(O)(CC)(C)C.C(Cl)Cl. The product is [OH:14][CH2:13][CH2:12][CH2:11][NH:10][C:3]1[CH:8]=[CH:7][CH:6]=[CH:5][N+:4]=1[O-:9]. The yield is 0.950. (5) The reactants are [Br:1][C:2]1[C:3](=[O:10])[NH:4][C:5](=O)[NH:6][C:7]=1[CH3:8].[Cl:11]C1NC(=O)C(C)=C(C)N=1. No catalyst specified. The product is [Br:1][C:2]1[C:3](=[O:10])[NH:4][C:5]([Cl:11])=[N:6][C:7]=1[CH3:8]. The yield is 0.630. (6) The reactants are C([NH:8][C@H:9]1[CH2:13][CH2:12][C@@H:11]([C:14]2[C:22]3[C:17](=[CH:18][CH:19]=[C:20]([F:23])[CH:21]=3)[NH:16][CH:15]=2)[CH2:10]1)C1C=CC=CC=1.C([O-])=O.[NH4+]. The catalyst is CO.[Pd]. The product is [F:23][C:20]1[CH:21]=[C:22]2[C:17](=[CH:18][CH:19]=1)[NH:16][CH:15]=[C:14]2[C@@H:11]1[CH2:12][CH2:13][C@H:9]([NH2:8])[CH2:10]1. The yield is 1.00. (7) The reactants are [Cl:1][C:2]1[CH:3]=[C:4]2[C:8](=[C:9]([NH:11][CH:12]3[CH2:16][CH2:15][CH2:14][CH2:13]3)[CH:10]=1)[NH:7][C:6]([C:17]1[S:18][CH2:19][C@@H:20]([CH2:22][C:23](O)=[O:24])[N:21]=1)=[CH:5]2.C(N(CC)CC)C.C(Cl)(=O)C(C)C.[BH4-].[Na+]. The catalyst is C(Cl)Cl. The product is [Cl:1][C:2]1[CH:3]=[C:4]2[C:8](=[C:9]([NH:11][CH:12]3[CH2:16][CH2:15][CH2:14][CH2:13]3)[CH:10]=1)[NH:7][C:6]([C:17]1[S:18][CH2:19][C@@H:20]([CH2:22][CH2:23][OH:24])[N:21]=1)=[CH:5]2. The yield is 0.720.